This data is from Retrosynthesis with 50K atom-mapped reactions and 10 reaction types from USPTO. The task is: Predict the reactants needed to synthesize the given product. (1) Given the product COCCOc1ccc(CO)cc1, predict the reactants needed to synthesize it. The reactants are: COCCOc1ccc(C(=O)O)cc1. (2) Given the product CCC[C@@H](NC(=O)N1C(=O)C(CC)(CC)[C@@H]1Oc1ccc(C(COC)N(C)CCC)cc1)c1ccc(C)cc1, predict the reactants needed to synthesize it. The reactants are: CCCNC.CCC[C@@H](NC(=O)N1C(=O)C(CC)(CC)[C@@H]1Oc1ccc(C(O)COC)cc1)c1ccc(C)cc1. (3) Given the product O=[N+]([O-])c1ccccc1-c1cccs1, predict the reactants needed to synthesize it. The reactants are: CCCC[Sn](CCCC)(CCCC)c1cccs1.O=[N+]([O-])c1ccccc1I. (4) Given the product Nc1cc(Cl)ccc1NC(=O)CCCCCNC(=O)C=C1c2ccccc2-c2ccccc21, predict the reactants needed to synthesize it. The reactants are: Nc1ccc(Cl)cc1N.O=C(O)CCCCCNC(=O)C=C1c2ccccc2-c2ccccc21. (5) Given the product COc1ccc(CC(=O)O)cc1OCc1c(C)cccc1C, predict the reactants needed to synthesize it. The reactants are: CCOC(=O)Cc1ccc(OC)c(OCc2c(C)cccc2C)c1. (6) Given the product CN(CC(=O)N(Cc1ccc(C2CCCCC2)cc1)c1ccc(C(=O)OCc2ccccc2)c(OCc2ccccc2)c1)S(=O)(=O)c1ccc(C#N)cc1, predict the reactants needed to synthesize it. The reactants are: CNCC(=O)N(Cc1ccc(C2CCCCC2)cc1)c1ccc(C(=O)OCc2ccccc2)c(OCc2ccccc2)c1.N#Cc1ccc(S(=O)(=O)Cl)cc1.